Dataset: Forward reaction prediction with 1.9M reactions from USPTO patents (1976-2016). Task: Predict the product of the given reaction. (1) Given the reactants [CH:1]1([C:4]([N:6]2[CH2:10][CH2:9][C@@H:8]([CH2:11][N:12]3[C:16]4[CH:17]=[C:18]([C:21]([O:23]C)=[O:22])[CH:19]=[CH:20][C:15]=4[N:14]=[C:13]3[C:25]3[CH:30]=[CH:29][C:28]([C:31]4[CH:36]=[CH:35][C:34]([F:37])=[CH:33][CH:32]=4)=[CH:27][CH:26]=3)[CH2:7]2)=[O:5])[CH2:3][CH2:2]1.[Li+].[OH-], predict the reaction product. The product is: [CH:1]1([C:4]([N:6]2[CH2:10][CH2:9][C@@H:8]([CH2:11][N:12]3[C:16]4[CH:17]=[C:18]([C:21]([OH:23])=[O:22])[CH:19]=[CH:20][C:15]=4[N:14]=[C:13]3[C:25]3[CH:26]=[CH:27][C:28]([C:31]4[CH:32]=[CH:33][C:34]([F:37])=[CH:35][CH:36]=4)=[CH:29][CH:30]=3)[CH2:7]2)=[O:5])[CH2:3][CH2:2]1. (2) Given the reactants [CH3:1][NH:2][CH2:3][CH2:4]/[CH:5]=[C:6]1\[C:7]2[C:12]([CH2:13][O:14][C:15]3[C:20]\1=[CH:19][CH:18]=[CH:17][CH:16]=3)=[CH:11][CH:10]=[CH:9][CH:8]=2.P([O-])([O-])([O-])=[O:22].[Na+].[Na+].[Na+], predict the reaction product. The product is: [CH2:20]1[CH2:15][O:14][CH2:18][CH2:19]1.[CH3:13][OH:14].[NH4+:2].[OH-:22].[CH3:1][NH:2][CH2:3][CH2:4]/[CH:5]=[C:6]1\[C:7]2[C:12]([CH2:13][O:14][C:15]3[C:20]\1=[CH:19][CH:18]=[CH:17][CH:16]=3)=[CH:11][CH:10]=[CH:9][CH:8]=2. (3) Given the reactants [Cl:1][C:2]1[CH:3]=[C:4]([C:8]2[CH:9]=[C:10]([CH2:16][C:17]3[N:18]=[CH:19][C:20](N)=[N:21][CH:22]=3)[CH:11]=[N:12][C:13]=2[O:14][CH3:15])[CH:5]=[CH:6][CH:7]=1.N([O:26][C:27](C)(C)[CH3:28])=O.Cl.O1CCOCC1, predict the reaction product. The product is: [Cl:1][C:2]1[CH:3]=[C:4]([C:8]2[CH:9]=[C:10]([CH2:16][C:17]3[CH:22]=[N:21][C:20]([O:26][CH2:27][CH3:28])=[CH:19][N:18]=3)[CH:11]=[N:12][C:13]=2[O:14][CH3:15])[CH:5]=[CH:6][CH:7]=1. (4) Given the reactants O[C:2]1([C:15]2[CH:16]=[N:17][CH:18]=[CH:19][CH:20]=2)[CH2:8][CH:7]2[CH2:9][CH:3]1[CH2:4][N:5](C(OCC)=O)[CH2:6]2.S(Cl)(Cl)=O.[OH-].[K+], predict the reaction product. The product is: [N:17]1[CH:18]=[CH:19][CH:20]=[C:15]([C:2]2[CH:3]3[CH2:9][CH:7]([CH:8]=2)[CH2:6][NH:5][CH2:4]3)[CH:16]=1. (5) Given the reactants [CH3:1][O:2][C:3]1[CH:12]=[C:11]2[C:6]([CH2:7][CH2:8][C:9](=[O:15])[C:10]2([CH3:14])[CH3:13])=[CH:5][CH:4]=1.Br[C:17]1[CH:18]=[N:19][CH:20]=[CH:21][C:22]=1Cl.CC(C)([O-])C.[Na+].COC1C=CC=C(OC)C=1C1C=CC=CC=1P(C1CCCCC1)C1CCCCC1, predict the reaction product. The product is: [CH3:1][O:2][C:3]1[CH:4]=[CH:5][C:6]2[CH2:7][C:8]3[C:21]4[CH:20]=[N:19][CH:18]=[CH:17][C:22]=4[O:15][C:9]=3[C:10]([CH3:13])([CH3:14])[C:11]=2[CH:12]=1. (6) Given the reactants [Cl:1][C:2]1[CH:3]=[CH:4][C:5]([N:14]2[CH:18]=[N:17][N:16]=[N:15]2)=[C:6](/[CH:8]=[CH:9]/[C:10]([O:12]C)=[O:11])[CH:7]=1.[OH-].[Na+].Cl, predict the reaction product. The product is: [Cl:1][C:2]1[CH:3]=[CH:4][C:5]([N:14]2[CH:18]=[N:17][N:16]=[N:15]2)=[C:6](/[CH:8]=[CH:9]/[C:10]([OH:12])=[O:11])[CH:7]=1. (7) Given the reactants F[C:2]1[CH:3]=[C:4]2[N:10]([CH:11]3[CH2:16][CH2:15][N:14](C(OC(C)(C)C)=O)[CH2:13][CH2:12]3)[C:9](=[O:24])[NH:8][C:5]2=[N:6][CH:7]=1.[F:25]C(F)(F)C(O)=O, predict the reaction product. The product is: [F:25][N:6]1[CH:7]=[CH:2][CH:3]=[C:4]2[N:10]([CH:11]3[CH2:16][CH2:15][NH:14][CH2:13][CH2:12]3)[C:9](=[O:24])[NH:8][CH:5]12. (8) Given the reactants [F:1][CH2:2][C:3]1[N:4]([C:9]2[C:18]3[C:13](=[CH:14][CH:15]=[CH:16][CH:17]=3)[C:12]([CH3:19])=[CH:11][CH:10]=2)[C:5]([SH:8])=[N:6][N:7]=1.C([O-])([O-])=O.[K+].[K+].Cl[CH2:27][C:28]([NH:30][C:31]1[CH:36]=[CH:35][C:34]([S:37](=[O:40])(=[O:39])[NH2:38])=[CH:33][C:32]=1[CH3:41])=[O:29].O, predict the reaction product. The product is: [F:1][CH2:2][C:3]1[N:4]([C:9]2[C:18]3[C:13](=[CH:14][CH:15]=[CH:16][CH:17]=3)[C:12]([CH3:19])=[CH:11][CH:10]=2)[C:5]([S:8][CH2:27][C:28]([NH:30][C:31]2[CH:36]=[CH:35][C:34]([S:37](=[O:40])(=[O:39])[NH2:38])=[CH:33][C:32]=2[CH3:41])=[O:29])=[N:6][N:7]=1. (9) Given the reactants Cl.Cl.[CH:3]1([CH2:6][O:7][C:8]2[CH:9]=[CH:10][CH:11]=[C:12]3[C:17]=2[N:16]=[C:15]([C:18]2[N:22]4[CH:23]=[C:24]([CH:27]([N:32]5[CH2:36][CH2:35][C@H:34]([NH2:37])[CH2:33]5)[C:28]([F:31])([F:30])[F:29])[CH:25]=[CH:26][C:21]4=[N:20][N:19]=2)[CH:14]=[CH:13]3)[CH2:5][CH2:4]1.CCN(C(C)C)C(C)C.[C:47](OC(=O)C)(=[O:49])[CH3:48], predict the reaction product. The product is: [CH:3]1([CH2:6][O:7][C:8]2[CH:9]=[CH:10][CH:11]=[C:12]3[C:17]=2[N:16]=[C:15]([C:18]2[N:22]4[CH:23]=[C:24]([CH:27]([N:32]5[CH2:36][CH2:35][C@H:34]([NH:37][C:47](=[O:49])[CH3:48])[CH2:33]5)[C:28]([F:29])([F:31])[F:30])[CH:25]=[CH:26][C:21]4=[N:20][N:19]=2)[CH:14]=[CH:13]3)[CH2:5][CH2:4]1.